The task is: Predict the reaction yield, written as a fraction of the theoretical maximum amount of product (1.0 means a 100% yield; for example, 0.34 means a 34% yield).. This data is from Reaction yield outcomes from USPTO patents with 853,638 reactions. (1) The reactants are [OH:1][NH:2][C:3]([C:5]1[C:10]([CH3:11])=[CH:9][CH:8]=[CH:7][N:6]=1)=[NH:4].[CH3:12][O:13][C:14]1[CH:22]=[CH:21][C:20]([O:23][CH3:24])=[CH:19][C:15]=1[C:16](O)=O. No catalyst specified. The product is [CH3:12][O:13][C:14]1[CH:22]=[CH:21][C:20]([O:23][CH3:24])=[CH:19][C:15]=1[C:16]1[O:1][N:2]=[C:3]([C:5]2[C:10]([CH3:11])=[CH:9][CH:8]=[CH:7][N:6]=2)[N:4]=1. The yield is 0.300. (2) The reactants are [O:1]([C:8]1[CH:13]=[CH:12][C:11]([C:14]2[C:22]3[C:21]([NH2:23])=[N:20][CH:19]=[N:18][C:17]=3[N:16]([C@@H:24]3[CH2:29][CH2:28][CH2:27][NH:26][CH2:25]3)[CH:15]=2)=[CH:10][CH:9]=1)[C:2]1[CH:7]=[CH:6][CH:5]=[CH:4][CH:3]=1.[C:30]([C:32](=[CH:36][CH:37]1[CH2:39][CH2:38]1)[C:33](O)=[O:34])#[N:31].CCN(C(C)C)C(C)C.CN(C(ON1N=NC2C=CC=NC1=2)=[N+](C)C)C.F[P-](F)(F)(F)(F)F. The catalyst is C(Cl)Cl. The product is [NH2:23][C:21]1[C:22]2[C:14]([C:11]3[CH:10]=[CH:9][C:8]([O:1][C:2]4[CH:7]=[CH:6][CH:5]=[CH:4][CH:3]=4)=[CH:13][CH:12]=3)=[CH:15][N:16]([C@@H:24]3[CH2:29][CH2:28][CH2:27][N:26]([C:33]([C:32](=[CH:36][CH:37]4[CH2:39][CH2:38]4)[C:30]#[N:31])=[O:34])[CH2:25]3)[C:17]=2[N:18]=[CH:19][N:20]=1. The yield is 0.540. (3) The reactants are [Br:1][C:2]1[CH:17]=[CH:16][C:5]([N:6]([CH3:15])[C:7](=[O:14])[C:8]2[CH:13]=[CH:12][CH:11]=[CH:10][CH:9]=2)=[C:4]([N+:18]([O-])=O)[CH:3]=1.S(S([O-])=O)([O-])=O.[Na+].[Na+].CO.C(=O)([O-])O.[Na+]. The catalyst is O1CCCC1.O.C(OCC)(=O)C. The product is [Br:1][C:2]1[CH:17]=[CH:16][C:5]([N:6]([CH3:15])[C:7](=[O:14])[C:8]2[CH:13]=[CH:12][CH:11]=[CH:10][CH:9]=2)=[C:4]([NH2:18])[CH:3]=1. The yield is 0.900. (4) The reactants are [CH2:1]([N:5]1[C:17]2[C:16]3[CH:15]=[CH:14][CH:13]=[CH:12][C:11]=3[N:10]=[C:9]([NH2:18])[C:8]=2[N:7]=[CH:6]1)[CH:2]([CH3:4])[CH3:3].CCN(CC)CC.[C:26](O[C:26]([O:27][CH2:28][CH2:29][CH2:30][CH2:31][CH3:32])=[O:33])(=[O:33])[O:27][CH2:28][CH2:29][CH2:30][CH2:31][CH3:32]. The catalyst is C(Cl)(Cl)Cl. The product is [CH2:28]([O:27][C:26](=[O:33])[NH:18][C:9]1[C:8]2[N:7]=[CH:6][N:5]([CH2:1][CH:2]([CH3:4])[CH3:3])[C:17]=2[C:16]2[CH:15]=[CH:14][CH:13]=[CH:12][C:11]=2[N:10]=1)[CH2:29][CH2:30][CH2:31][CH3:32]. The yield is 0.230. (5) The reactants are [Cl:1][C:2]1[CH:7]=[C:6]([F:8])[CH:5]=[C:4]([F:9])[CH:3]=1.C([Li])CCC.CN([CH:18]=[O:19])C.Cl. The catalyst is C1COCC1.CCOCC. The product is [Cl:1][C:2]1[CH:7]=[C:6]([F:8])[C:5]([CH:18]=[O:19])=[C:4]([F:9])[CH:3]=1. The yield is 0.410. (6) The reactants are Cl.[CH3:2][CH:3]([C:5]1[S:21][C:8]2[N:9]=[CH:10][N:11]=[C:12]([O:13][CH:14]3[CH2:19][CH2:18][CH:17]([NH2:20])[CH2:16][CH2:15]3)[C:7]=2[CH:6]=1)[CH3:4]. The catalyst is C(O)=O. The product is [CH3:4][CH:3]([C:5]1[S:21][C:8]2[N:9]=[CH:10][N:11]=[C:12]([O:13][CH:14]3[CH2:19][CH2:18][CH:17]([NH2:20])[CH2:16][CH2:15]3)[C:7]=2[CH:6]=1)[CH3:2]. The yield is 0.120. (7) The reactants are Br[C:2]1[CH:7]=[CH:6][C:5]([C@@H:8]2[C@@H:13]([C:14]3[CH:15]=[N:16][CH:17]=[CH:18][CH:19]=3)[CH2:12][CH2:11][N:10]([C:20]([O:22][C:23]([CH3:26])([CH3:25])[CH3:24])=[O:21])[CH2:9]2)=[C:4]([Cl:27])[CH:3]=1.B1(B2OC(C)(C)C(C)(C)O2)OC(C)(C)C(C)(C)O1.C([O-])(=O)C.[K+].Br[C:52]1[CH:57]=[CH:56][CH:55]=[CH:54][C:53]=1[CH2:58][CH2:59][NH:60][C:61](=[O:63])[CH3:62].C(=O)([O-])[O-].[Na+].[Na+]. The catalyst is CN(C=O)C.C1C=CC(P(C2C=CC=CC=2)[C-]2C=CC=C2)=CC=1.C1C=CC(P(C2C=CC=CC=2)[C-]2C=CC=C2)=CC=1.Cl[Pd]Cl.[Fe+2].C(Cl)Cl. The product is [C:61]([NH:60][CH2:59][CH2:58][C:53]1[CH:54]=[CH:55][CH:56]=[CH:57][C:52]=1[C:2]1[CH:7]=[CH:6][C:5]([C@@H:8]2[C@@H:13]([C:14]3[CH:15]=[N:16][CH:17]=[CH:18][CH:19]=3)[CH2:12][CH2:11][N:10]([C:20]([O:22][C:23]([CH3:26])([CH3:25])[CH3:24])=[O:21])[CH2:9]2)=[C:4]([Cl:27])[CH:3]=1)(=[O:63])[CH3:62]. The yield is 0.930.